This data is from TCR-epitope binding with 47,182 pairs between 192 epitopes and 23,139 TCRs. The task is: Binary Classification. Given a T-cell receptor sequence (or CDR3 region) and an epitope sequence, predict whether binding occurs between them. (1) The epitope is ALSKGVHFV. The TCR CDR3 sequence is CASSLGVAGDGPGELFF. Result: 1 (the TCR binds to the epitope). (2) The epitope is IPSINVHHY. The TCR CDR3 sequence is CSVQGGGYNEQYF. Result: 0 (the TCR does not bind to the epitope).